Predict the reactants needed to synthesize the given product. From a dataset of Full USPTO retrosynthesis dataset with 1.9M reactions from patents (1976-2016). (1) Given the product [F:1][C:2]([F:17])([F:18])[CH2:3][CH2:4][CH2:5][O:6][C:7]1[CH:16]=[CH:15][C:10]([C:11]([OH:13])=[O:12])=[CH:9][CH:8]=1, predict the reactants needed to synthesize it. The reactants are: [F:1][C:2]([F:18])([F:17])[CH2:3][CH2:4][CH2:5][O:6][C:7]1[CH:16]=[CH:15][C:10]([C:11]([O:13]C)=[O:12])=[CH:9][CH:8]=1.[OH-].[Na+].Cl. (2) Given the product [Br:15][C:16]1[CH:21]=[CH:20][C:19]([CH:22]([CH3:23])[CH3:24])=[C:18]([Cl:26])[CH:17]=1, predict the reactants needed to synthesize it. The reactants are: C([SiH](CC)CC)C.FC(F)(F)C(O)=O.[Br:15][C:16]1[CH:21]=[CH:20][C:19]([C:22](O)([CH3:24])[CH3:23])=[C:18]([Cl:26])[CH:17]=1.O. (3) Given the product [CH3:1][O:2][C:3]1[CH:4]=[C:5]([CH:6]=[C:7]([O:9][CH3:10])[CH:8]=1)[NH:13][CH3:12], predict the reactants needed to synthesize it. The reactants are: [CH3:1][O:2][C:3]1[CH:4]=[C:5](Cl)[CH:6]=[C:7]([O:9][CH3:10])[CH:8]=1.[CH3:12][NH2:13].CC([O-])(C)C.[Na+]. (4) Given the product [CH3:2][CH:1]([OH:5])[CH3:3].[ClH:37].[ClH:37].[NH2:8][CH2:9][C:10]1[C:11]([CH2:27][CH:28]([CH3:30])[CH3:29])=[N:12][C:13]([CH3:26])=[C:14]([C:18]=1[C:19]1[CH:24]=[CH:23][C:22]([CH3:25])=[CH:21][CH:20]=1)[C:15]([OH:17])=[O:16], predict the reactants needed to synthesize it. The reactants are: [C:1]([O:5]C([NH:8][CH2:9][C:10]1[C:11]([CH2:27][CH:28]([CH3:30])[CH3:29])=[N:12][C:13]([CH3:26])=[C:14]([C:18]=1[C:19]1[CH:24]=[CH:23][C:22]([CH3:25])=[CH:21][CH:20]=1)[C:15]([OH:17])=[O:16])=O)(C)([CH3:3])[CH3:2].O1CCOCC1.[ClH:37]. (5) Given the product [OH:28][C:29]1([C:36]2[CH:41]=[CH:40][N+:39]([O-:42])=[CH:38][CH:37]=2)[CH2:30][CH2:31][CH:32]([N:21]2[CH2:22][C@H:23]([O:24][CH2:25][CH2:26][CH3:27])[C@@H:19]([NH:18][C:3](=[O:2])[CH2:4][NH:5][C:6](=[O:17])[C:7]3[CH:12]=[CH:11][CH:10]=[C:9]([C:13]([F:16])([F:15])[F:14])[CH:8]=3)[CH2:20]2)[CH2:33][CH2:34]1, predict the reactants needed to synthesize it. The reactants are: Cl.[O:2]=[C:3]([NH:18][CH:19]1[CH:23]([O:24][CH2:25][CH2:26][CH3:27])[CH2:22][NH:21][CH2:20]1)[CH2:4][NH:5][C:6](=[O:17])[C:7]1[CH:12]=[CH:11][CH:10]=[C:9]([C:13]([F:16])([F:15])[F:14])[CH:8]=1.[OH:28][C:29]1([C:36]2[CH:41]=[CH:40][N+:39]([O-:42])=[CH:38][CH:37]=2)[CH2:34][CH2:33][C:32](=O)[CH2:31][CH2:30]1. (6) Given the product [CH3:14][CH:13]([CH3:15])[CH:7]([O:6][S:2]([CH3:1])(=[O:4])=[O:3])[CH2:8][C:9]([O:11][CH3:12])=[O:10].[CH3:23][CH:24]([CH3:35])[CH:25]([O:30][S:31]([CH3:34])(=[O:32])=[O:33])[CH2:26][C:27]([O-:29])=[O:28], predict the reactants needed to synthesize it. The reactants are: [CH3:1][S:2](Cl)(=[O:4])=[O:3].[OH:6][CH:7]([CH:13]([CH3:15])[CH3:14])[CH2:8][C:9]([O:11][CH3:12])=[O:10].C(N(CC)CC)C.[CH3:23][CH:24]([CH3:35])[CH:25]([O:30][S:31]([CH3:34])(=[O:33])=[O:32])[CH2:26][C:27]([O-:29])=[O:28]. (7) Given the product [CH2:23]([C:5]1([CH2:15][CH2:16][CH2:17][CH2:18][CH2:19][CH2:20][CH2:21][CH3:22])[C:4]2[CH:3]=[C:2]([C:36]#[C:35][Si:32]([CH3:34])([CH3:33])[CH3:31])[CH:14]=[CH:13][C:12]=2[C:11]2[C:6]1=[CH:7][CH:8]=[CH:9][CH:10]=2)[CH2:24][CH2:25][CH2:26][CH2:27][CH2:28][CH2:29][CH3:30], predict the reactants needed to synthesize it. The reactants are: Br[C:2]1[CH:14]=[CH:13][C:12]2[C:11]3[C:6](=[CH:7][CH:8]=[CH:9][CH:10]=3)[C:5]([CH2:23][CH2:24][CH2:25][CH2:26][CH2:27][CH2:28][CH2:29][CH3:30])([CH2:15][CH2:16][CH2:17][CH2:18][CH2:19][CH2:20][CH2:21][CH3:22])[C:4]=2[CH:3]=1.[CH3:31][Si:32]([C:35]#[CH:36])([CH3:34])[CH3:33].CCCCCC.